From a dataset of Forward reaction prediction with 1.9M reactions from USPTO patents (1976-2016). Predict the product of the given reaction. Given the reactants [CH2:1]([O:3][C:4]1[C:9]([CH2:10][CH3:11])=[CH:8][C:7]([NH:12]C(=O)C)=[C:6]([N+:16]([O-:18])=[O:17])[CH:5]=1)[CH3:2].[H-].[Na+].[Cl-].[NH4+], predict the reaction product. The product is: [CH2:1]([O:3][C:4]1[C:9]([CH2:10][CH3:11])=[CH:8][C:7]([NH2:12])=[C:6]([N+:16]([O-:18])=[O:17])[CH:5]=1)[CH3:2].